From a dataset of Reaction yield outcomes from USPTO patents with 853,638 reactions. Predict the reaction yield, written as a fraction of the theoretical maximum amount of product (1.0 means a 100% yield; for example, 0.34 means a 34% yield). The reactants are [Cl:1][C:2]1[CH:7]=[CH:6][CH:5]=[CH:4][C:3]=1[C:8]1[N:26]([CH2:27][C@H:28]2C[CH2:32][CH2:31][NH:30][CH2:29]2)[C:11]2[N:12]=[C:13]([NH:16][CH2:17][C:18]3[CH:23]=[CH:22][C:21]([F:24])=[C:20]([F:25])[CH:19]=3)[N:14]=[CH:15][C:10]=2[CH:9]=1.ClC1C=CC=CC=1C1N(C[C@H]2CCN(C(OC(C)(C)C)=O)C2)C2N=C(NCC3C=CC(F)=C(F)C=3)N=CC=2C=1. No catalyst specified. The product is [Cl:1][C:2]1[CH:7]=[CH:6][CH:5]=[CH:4][C:3]=1[C:8]1[N:26]([CH2:27][C@H:28]2[CH2:32][CH2:31][NH:30][CH2:29]2)[C:11]2[N:12]=[C:13]([NH:16][CH2:17][C:18]3[CH:23]=[CH:22][C:21]([F:24])=[C:20]([F:25])[CH:19]=3)[N:14]=[CH:15][C:10]=2[CH:9]=1. The yield is 0.710.